This data is from Catalyst prediction with 721,799 reactions and 888 catalyst types from USPTO. The task is: Predict which catalyst facilitates the given reaction. (1) Reactant: [CH:1]1[C:10]2[C:5](=[CH:6][CH:7]=[CH:8][CH:9]=2)[CH:4]=[CH:3][C:2]=1[S:11]([NH:14][CH:15]1[CH:20]2[CH:16]1[CH2:17][N:18]([C:21]1[N:26]=[CH:25][C:24]([C:27]([O:29][CH2:30][CH3:31])=[O:28])=[CH:23][N:22]=1)[CH2:19]2)(=[O:13])=[O:12].C1(P(C2C=CC=CC=2)C2C=CC=CC=2)C=CC=CC=1.O[CH2:52][CH2:53][N:54]1[CH:58]=[CH:57][N:56]=[C:55]1[CH3:59].CC(OC(/N=N/C(OC(C)C)=O)=O)C. Product: [CH3:59][C:55]1[N:54]([CH2:53][CH2:52][N:14]([S:11]([C:2]2[CH:3]=[CH:4][C:5]3[C:10](=[CH:9][CH:8]=[CH:7][CH:6]=3)[CH:1]=2)(=[O:13])=[O:12])[CH:15]2[CH:16]3[CH:20]2[CH2:19][N:18]([C:21]2[N:26]=[CH:25][C:24]([C:27]([O:29][CH2:30][CH3:31])=[O:28])=[CH:23][N:22]=2)[CH2:17]3)[CH:58]=[CH:57][N:56]=1. The catalyst class is: 2. (2) Reactant: [NH:1]1[CH2:6][CH2:5][CH2:4][CH2:3][CH2:2]1.[O-:7][N+:8]1[C:13]2[CH:14]=[C:15]3[C:19](=[CH:20][C:12]=2[N:11]=[C:10]([CH2:21][CH2:22][CH:23]=O)[N:9]=1)[CH2:18][CH2:17][CH2:16]3.[BH3-]C#N.[Na+].CC(O)=O. Product: [N:1]1([CH2:23][CH2:22][CH2:21][C:10]2[N:9]=[N+:8]([O-:7])[C:13]3[CH:14]=[C:15]4[C:19]([CH2:18][CH2:17][CH2:16]4)=[CH:20][C:12]=3[N:11]=2)[CH2:6][CH2:5][CH2:4][CH2:3][CH2:2]1. The catalyst class is: 5. (3) Reactant: [O:1]1[CH2:6][CH2:5][CH2:4][CH2:3][CH:2]1[NH:7][C:8]1[S:9][C:10]([C:13]([O:15][CH2:16][CH3:17])=[O:14])=[CH:11][N:12]=1.[H-].[Na+].[CH3:20]I. Product: [CH3:20][N:7]([CH:2]1[CH2:3][CH2:4][CH2:5][CH2:6][O:1]1)[C:8]1[S:9][C:10]([C:13]([O:15][CH2:16][CH3:17])=[O:14])=[CH:11][N:12]=1. The catalyst class is: 1. (4) Reactant: [C:1]([C:3]1[CH:29]=[CH:28][C:6]([CH2:7][O:8][C:9]2[C:10]([CH2:26]O)=[C:11]([CH2:16][O:17][C:18]3[CH:25]=[CH:24][C:21]([C:22]#[N:23])=[CH:20][CH:19]=3)[CH:12]=[N:13][C:14]=2[CH3:15])=[CH:5][CH:4]=1)#[N:2].CCN(S(F)(F)[F:36])CC.C(=O)(O)[O-].[Na+]. Product: [F:36][CH2:26][C:10]1[C:9]([O:8][CH2:7][C:6]2[CH:28]=[CH:29][C:3]([C:1]#[N:2])=[CH:4][CH:5]=2)=[C:14]([CH3:15])[N:13]=[CH:12][C:11]=1[CH2:16][O:17][C:18]1[CH:25]=[CH:24][C:21]([C:22]#[N:23])=[CH:20][CH:19]=1. The catalyst class is: 4. (5) Reactant: [O:1]1[C:5]([C:6]([OH:8])=O)=[CH:4][CH:3]=[N:2]1.Cl.[CH3:10][O:11][NH:12][CH3:13].CCN=C=NCCCN(C)C.CN(C1C=CC=CN=1)C.CN1CCOCC1.Cl. Product: [CH3:10][O:11][N:12]([CH3:13])[C:6]([C:5]1[O:1][N:2]=[CH:3][CH:4]=1)=[O:8]. The catalyst class is: 4. (6) Reactant: [Li][CH2:2][CH2:3]CC.[CH3:6]C([O-])(C)C.[K+].C(NC(C)C)(C)C.[CH:19]([C:22]1[CH:27]=[CH:26][CH:25]=[CH:24][N:23]=1)([CH3:21])[CH3:20].C(Br)C=C. Product: [CH3:20][C:19]([C:22]1[CH:27]=[CH:26][CH:25]=[CH:24][N:23]=1)([CH3:6])[CH2:21][CH:2]=[CH2:3]. The catalyst class is: 90.